Dataset: Drug-target binding data from BindingDB using Ki measurements. Task: Regression. Given a target protein amino acid sequence and a drug SMILES string, predict the binding affinity score between them. We predict pKi (pKi = -log10(Ki in M); higher means stronger inhibition). Dataset: bindingdb_ki. (1) The drug is CC[C@@H](C)[C@H](NC(=O)[C@H](Cc1ccc(O)cc1)NC(=O)[C@@H]1CCCN1C(=O)[C@H](CCCCN)NC(=O)c1cccnc1)C(=O)N[C@@H](CC(C)C)C(=O)O. The target protein (P20789) has sequence MHLNSSVPQGTPGEPDAQPFSGPQSEMEATFLALSLSNGSGNTSESDTAGPNSDLDVNTDIYSKVLVTAIYLALFVVGTVGNSVTAFTLARKKSLQSLQSTVHYHLGSLALSDLLILLLAMPVELYNFIWVHHPWAFGDAGCRGYYFLRDACTYATALNVASLSVERYLAICHPFKAKTLMSRSRTKKFISAIWLASALLAIPMLFTMGLQNRSGDGTHPGGLVCTPIVDTATVKVVIQVNTFMSFLFPMLVISILNTVIANKLTVMVHQAAEQGRVCTVGTHNGLEHSTFNMTIEPGRVQALRHGVLVLRAVVIAFVVCWLPYHVRRLMFCYISDEQWTTFLFDFYHYFYMLTNALFYVSSAINPILYNLVSANFRQVFLSTLACLCPGWRHRRKKRPTFSRKPNSMSSNHAFSTSATRETLY. The pKi is 6.4. (2) The small molecule is Nc1ncnc2c1ncn2[C@@H]1O[C@H](COP(=O)([O-])CC(O)CCCC[C@@H]2SC[C@@H]3NC(=O)N[C@H]23)[C@@H](O)[C@H]1O. The target protein (P50747) has sequence MEDRLHMDNGLVPQKIVSVHLQDSTLKEVKDQVSNKQAQILEPKPEPSLEIKPEQDGMEHVGRDDPKALGEEPKQRRGSASGSEPAGDSDRGGGPVEHYHLHLSSCHECLELENSTIESVKFASAENIPDLPYDYSSSLESVADETSPEREGRRVNLTGKAPNILLYVGSDSQEALGRFHEVRSVLADCVDIDSYILYHLLEDSALRDPWTDNCLLLVIATRESIPEDLYQKFMAYLSQGGKVLGLSSSFTFGGFQVTSKGALHKTVQNLVFSKADQSEVKLSVLSSGCRYQEGPVRLSPGRLQGHLENEDKDRMIVHVPFGTRGGEAVLCQVHLELPPSSNIVQTPEDFNLLKSSNFRRYEVLREILTTLGLSCDMKQVPALTPLYLLSAAEEIRDPLMQWLGKHVDSEGEIKSGQLSLRFVSSYVSEVEITPSCIPVVTNMEAFSSEHFNLEIYRQNLQTKQLGKVILFAEVTPTTMRLLDGLMFQTPQEMGLIVIAA.... The pKi is 5.0. (3) The drug is CC(=O)O[C@H](COP(=O)(O)O)[C@@H](OC(C)=O)C(=O)NO. The target protein sequence is MSMDVGVVGLGVMGANLALNIAEKGFKVAVFNRTYSKSEEFMKANASAPFAGNLKAFETMEAFAASLKKPRKALILVQAGAATDSTIEQLKKVFEKGDILVDTGNAHFKDQGRRAQQLEAAGLRFLGMGISGGEEGARKGPAFFPGGTLSVWEEIRPIVEAAAAKADDGRPCVTMNGSGGAGSCVKMYHNSGEYAILQIWGEVFDILRAMGLNNDEVAAVLEDWKSKNFLKSYMLDISIAAARAKDKDGSYLTEHVMDRIGSKGTGLWSAQEALEIGVPAPSLNMAVVSRQFTMYKTERQANASNAPGITQSPGYTLKNKSPSGPEIKQLYDSVCIAIISCYAQMFQCLREMDKVHNFGLNLPATIATFRAGCILQGYLLKPMTEAFEKNPNISNLMCAFQTEIRAGLQNYRDMVALITSKLEVSIPVLSASLNYVTAMFTPTLKYGQLVSLQRDVFGRHGYERVDKDGRESFQWPELQ. The pKi is 7.1.